Dataset: CYP3A4 inhibition data for predicting drug metabolism from PubChem BioAssay. Task: Regression/Classification. Given a drug SMILES string, predict its absorption, distribution, metabolism, or excretion properties. Task type varies by dataset: regression for continuous measurements (e.g., permeability, clearance, half-life) or binary classification for categorical outcomes (e.g., BBB penetration, CYP inhibition). Dataset: cyp3a4_veith. (1) The molecule is CCCc1[nH]nc2c1C(c1ccc(OC)c(CSc3ccccn3)c1)C(C#N)=C(N)O2.CCO. The result is 1 (inhibitor). (2) The drug is C=Cc1c(C)c2cc3[nH]c(cc4nc(cc5nc(cc1[nH]2)C(C)=C5CCC(=O)O)C(CCC(=O)O)=C4C)c(C)c3C=C. The result is 0 (non-inhibitor).